This data is from Full USPTO retrosynthesis dataset with 1.9M reactions from patents (1976-2016). The task is: Predict the reactants needed to synthesize the given product. (1) Given the product [Cl:12][C:13]1[CH:18]=[CH:17][C:16]([C:2]2[CH:11]=[N:10][C:9]3[NH:8][CH2:7][CH2:6][O:5][C:4]=3[CH:3]=2)=[C:15]([F:22])[CH:14]=1, predict the reactants needed to synthesize it. The reactants are: Br[C:2]1[CH:11]=[N:10][C:9]2[NH:8][CH2:7][CH2:6][O:5][C:4]=2[CH:3]=1.[Cl:12][C:13]1[CH:18]=[CH:17][C:16](B(O)O)=[C:15]([F:22])[CH:14]=1. (2) Given the product [F:13][C:14]1[CH:19]=[C:18]([CH:17]=[CH:16][C:15]=1[N+:21]([O-:23])=[O:22])[O:1][C@H:2]1[CH2:3][CH2:4][C@H:5]([C:8]([O:10][CH2:11][CH3:12])=[O:9])[CH2:6][CH2:7]1, predict the reactants needed to synthesize it. The reactants are: [OH:1][CH:2]1[CH2:7][CH2:6][CH:5]([C:8]([O:10][CH2:11][CH3:12])=[O:9])[CH2:4][CH2:3]1.[F:13][C:14]1[CH:19]=[C:18](F)[CH:17]=[CH:16][C:15]=1[N+:21]([O-:23])=[O:22].[H-].[Na+]. (3) Given the product [C:36]([NH:35][C:33](=[O:34])[C:32]1[CH:40]=[C:28]([O:27][C:26]2[CH:42]=[CH:43][C:23]([NH:22][C:19]3[C:20]4[N:12]([CH2:11][CH2:10][OH:9])[CH:13]=[CH:14][C:15]=4[N:16]=[CH:17][N:18]=3)=[CH:24][C:25]=2[Cl:44])[CH:29]=[N:30][C:31]=1[CH3:41])([CH3:39])([CH3:38])[CH3:37], predict the reactants needed to synthesize it. The reactants are: C([O:9][CH2:10][CH2:11][N:12]1[C:20]2[C:19](Cl)=[N:18][CH:17]=[N:16][C:15]=2[CH:14]=[CH:13]1)(=O)C1C=CC=CC=1.[NH2:22][C:23]1[CH:43]=[CH:42][C:26]([O:27][C:28]2[CH:29]=[N:30][C:31]([CH3:41])=[C:32]([CH:40]=2)[C:33]([NH:35][C:36]([CH3:39])([CH3:38])[CH3:37])=[O:34])=[C:25]([Cl:44])[CH:24]=1.C(=O)([O-])O.[Na+]. (4) Given the product [Cl:18][C:15]1[CH:16]=[CH:17][C:12]([S:9]([N:8]([C:7]2[C:2]([CH:34]=[O:35])=[N:3][CH:4]=[C:5]([CH3:26])[CH:6]=2)[CH2:23][O:24][CH3:25])(=[O:11])=[O:10])=[CH:13][C:14]=1[C:19]([F:22])([F:21])[F:20], predict the reactants needed to synthesize it. The reactants are: Br[C:2]1[C:7]([N:8]([CH2:23][O:24][CH3:25])[S:9]([C:12]2[CH:17]=[CH:16][C:15]([Cl:18])=[C:14]([C:19]([F:22])([F:21])[F:20])[CH:13]=2)(=[O:11])=[O:10])=[CH:6][C:5]([CH3:26])=[CH:4][N:3]=1.C([Mg]Cl)(C)C.CN(C)[CH:34]=[O:35]. (5) The reactants are: F[C:2](F)(F)[C:3]([OH:5])=O.N[C@@H:9]1CCN(C2N=C3C(N=CN3[C@@H]3C[C@H](NC(=O)COCC4C=CC=CC=4)[C@@H](O)[C@H]3O)=C(NCC(C3C=CC=CC=3)C3C=CC=CC=3)N=2)C1.[NH:57]1[CH2:61][CH2:60][C@@H:59]([NH:62][C:63](=[O:70])[C:64]2[CH:69]=[CH:68][N:67]=[CH:66][CH:65]=2)[CH2:58]1.[CH3:71][O:72][C:73]1[CH:78]=[CH:77][C:76]([CH:79]([C:104]2[CH:109]=CC(OC)=[CH:106][CH:105]=2)[CH2:80][NH:81][C:82]2[N:90]=[C:89]([Cl:91])[N:88]=[C:87]3[C:83]=2[N:84]=[CH:85][N:86]3[C@@H:92]2[CH2:96][C@H:95]([NH:97][C:98](=[O:101])[CH2:99][CH3:100])[C@@H:94]([OH:102])[C@H:93]2[OH:103])=[CH:75][CH:74]=1.C(OC(=O)N([C@H]1C[C@@H](N2C=NC3C2=NC(Cl)=NC=3Cl)[C@H](O)[C@@H]1O)C(=O)CC)(C)(C)C.C(N)(=O)CC. Given the product [ClH:91].[CH3:71][O:72][C:73]1[CH:78]=[CH:77][C:76]([CH:79]([C:104]2[CH:109]=[CH:2][C:3]([O:5][CH3:9])=[CH:106][CH:105]=2)[CH2:80][NH:81][C:82]2[N:90]=[C:89]([N:57]3[CH2:61][CH2:60][C@@H:59]([NH:62][C:63](=[O:70])[C:64]4[CH:69]=[CH:68][N:67]=[CH:66][CH:65]=4)[CH2:58]3)[N:88]=[C:87]3[C:83]=2[N:84]=[CH:85][N:86]3[C@@H:92]2[CH2:96][C@H:95]([NH:97][C:98](=[O:101])[CH2:99][CH3:100])[C@@H:94]([OH:102])[C@H:93]2[OH:103])=[CH:75][CH:74]=1, predict the reactants needed to synthesize it. (6) Given the product [C:1]([C:3]1[CH:8]=[CH:7][C:6]([N:9]([CH2:14][C:15]([F:16])([F:18])[F:17])[CH2:10][C:11]([NH:23][C:24]2[CH:29]=[CH:28][CH:27]=[CH:26][CH:25]=2)=[O:13])=[CH:5][C:4]=1[C:19]([F:20])([F:21])[F:22])#[N:2], predict the reactants needed to synthesize it. The reactants are: [C:1]([C:3]1[CH:8]=[CH:7][C:6]([N:9]([CH2:14][C:15]([F:18])([F:17])[F:16])[CH2:10][C:11]([OH:13])=O)=[CH:5][C:4]=1[C:19]([F:22])([F:21])[F:20])#[N:2].[NH2:23][C:24]1[CH:29]=[CH:28][CH:27]=[CH:26][CH:25]=1. (7) Given the product [CH3:25][O:26][CH2:27][CH2:28][O:29][CH2:30][CH2:31][NH:32][C:18]1[S:19]/[C:15](=[CH:14]\[C:11]2[CH:12]=[C:13]3[C:8](=[CH:9][CH:10]=2)[N:7]=[CH:6][C:5]([C:23]#[N:24])=[C:4]3[O:3][CH2:1][CH3:2])/[C:16](=[O:22])[N:17]=1, predict the reactants needed to synthesize it. The reactants are: [CH2:1]([O:3][C:4]1[C:13]2[C:8](=[CH:9][CH:10]=[C:11](/[CH:14]=[C:15]3/[C:16](=[O:22])[N:17]=[C:18](SC)[S:19]/3)[CH:12]=2)[N:7]=[CH:6][C:5]=1[C:23]#[N:24])[CH3:2].[CH3:25][O:26][CH2:27][CH2:28][O:29][CH2:30][CH2:31][NH2:32].CCN(C(C)C)C(C)C. (8) Given the product [CH3:1][O:2][C:3]1[CH:24]=[CH:23][C:6]2[CH2:7][CH2:8][N:9]([S:12]([C:15]3[CH:16]=[CH:17][C:18]([CH3:21])=[CH:19][CH:20]=3)(=[O:13])=[O:14])[CH2:10][CH2:11][C:5]=2[CH:4]=1, predict the reactants needed to synthesize it. The reactants are: [CH3:1][O:2][C:3]1[CH:24]=[CH:23][C:6]2[C:7](=O)[CH2:8][N:9]([S:12]([C:15]3[CH:20]=[CH:19][C:18]([CH3:21])=[CH:17][CH:16]=3)(=[O:14])=[O:13])[CH2:10][CH2:11][C:5]=2[CH:4]=1.C([SiH](CC)CC)C. (9) Given the product [C:4]([Si:8]([CH3:26])([CH3:25])[O:9][C@@H:10]1[C:18]2[C:13](=[C:14]([C:19]([OH:24])([C:20]([CH3:23])([CH3:22])[CH3:21])[CH3:28])[CH:15]=[CH:16][CH:17]=2)[CH2:12][CH2:11]1)([CH3:7])([CH3:6])[CH3:5], predict the reactants needed to synthesize it. The reactants are: C[Mg]Br.[C:4]([Si:8]([CH3:26])([CH3:25])[O:9][C@@H:10]1[C:18]2[C:13](=[C:14]([C:19](=[O:24])[C:20]([CH3:23])([CH3:22])[CH3:21])[CH:15]=[CH:16][CH:17]=2)[CH2:12][CH2:11]1)([CH3:7])([CH3:6])[CH3:5].Cl[CH2:28]Cl.Cl.